Dataset: Reaction yield outcomes from USPTO patents with 853,638 reactions. Task: Predict the reaction yield, written as a fraction of the theoretical maximum amount of product (1.0 means a 100% yield; for example, 0.34 means a 34% yield). (1) The reactants are [CH:1]1([C:7]2[C:8]3[CH:9]=[CH:10][C:11]([C:32]([O:34]C)=[O:33])=[CH:12][C:13]=3[N:14]3[C:21]=2[C:20]2[CH:22]=[CH:23][CH:24]=[CH:25][C:19]=2[N:18]([CH2:26][CH2:27][N:28]([CH3:30])[CH3:29])[C:17](=[O:31])[CH2:16][CH2:15]3)[CH2:6][CH2:5][CH2:4][CH2:3][CH2:2]1.C(Cl)Cl. No catalyst specified. The product is [CH:1]1([C:7]2[C:8]3[CH:9]=[CH:10][C:11]([C:32]([OH:34])=[O:33])=[CH:12][C:13]=3[N:14]3[C:21]=2[C:20]2[CH:22]=[CH:23][CH:24]=[CH:25][C:19]=2[N:18]([CH2:26][CH2:27][N:28]([CH3:30])[CH3:29])[C:17](=[O:31])[CH2:16][CH2:15]3)[CH2:2][CH2:3][CH2:4][CH2:5][CH2:6]1. The yield is 0.400. (2) The reactants are Cl[C:2]1[N:7]=[C:6]([NH:8][CH:9]2[CH2:25][CH2:24][C:12]3([CH2:16][N:15]([C:17]([O:19][C:20]([CH3:23])([CH3:22])[CH3:21])=[O:18])[CH2:14][CH2:13]3)[CH2:11][CH2:10]2)[CH:5]=[CH:4][N:3]=1.[CH3:26][N:27]1[CH:31]=[C:30]([NH2:32])[CH:29]=[N:28]1.CCN(C(C)C)C(C)C. The catalyst is CCCCO. The product is [CH3:26][N:27]1[CH:31]=[C:30]([NH:32][C:2]2[N:7]=[C:6]([NH:8][CH:9]3[CH2:10][CH2:11][C:12]4([CH2:16][N:15]([C:17]([O:19][C:20]([CH3:22])([CH3:21])[CH3:23])=[O:18])[CH2:14][CH2:13]4)[CH2:24][CH2:25]3)[CH:5]=[CH:4][N:3]=2)[CH:29]=[N:28]1. The yield is 0.980. (3) The reactants are [N:1]1[C:6]([C:7](OC)=[O:8])=[CH:5][CH:4]=[CH:3][C:2]=1[C:11]([O:13][CH3:14])=[O:12].[BH4-].[Na+]. The catalyst is CO.O1CCCC1. The product is [OH:8][CH2:7][C:6]1[N:1]=[C:2]([C:11]([O:13][CH3:14])=[O:12])[CH:3]=[CH:4][CH:5]=1. The yield is 0.560.